This data is from Full USPTO retrosynthesis dataset with 1.9M reactions from patents (1976-2016). The task is: Predict the reactants needed to synthesize the given product. (1) Given the product [OH:33][C@@H:32]([CH:24]1[CH2:25][C:26]2[C:31](=[CH:30][CH:29]=[CH:28][CH:27]=2)[CH2:23]1)[CH2:34][N:8]1[CH2:12][CH2:11][C@H:10]([S:13]([C:16]2[CH:21]=[CH:20][C:19]([OH:22])=[CH:18][CH:17]=2)(=[O:15])=[O:14])[CH2:9]1, predict the reactants needed to synthesize it. The reactants are: FC(F)(F)C(O)=O.[NH:8]1[CH2:12][CH2:11][C@H:10]([S:13]([C:16]2[CH:21]=[CH:20][C:19]([OH:22])=[CH:18][CH:17]=2)(=[O:15])=[O:14])[CH2:9]1.[CH2:23]1[C:31]2[C:26](=[CH:27][CH:28]=[CH:29][CH:30]=2)[CH2:25][CH:24]1[CH:32]1[CH2:34][O:33]1. (2) Given the product [CH3:1][O:2][CH2:3][CH2:4][O:5][CH2:6][O:7][C:8](=[O:34])[C:9]1[CH:14]=[C:13]([O:15][C:16]2[C:17]([CH3:26])=[CH:18][C:19]([NH2:23])=[CH:20][C:21]=2[CH3:22])[CH:12]=[CH:11][C:10]=1[O:27][CH2:28][O:29][CH2:30][CH2:31][O:32][CH3:33], predict the reactants needed to synthesize it. The reactants are: [CH3:1][O:2][CH2:3][CH2:4][O:5][CH2:6][O:7][C:8](=[O:34])[C:9]1[CH:14]=[C:13]([O:15][C:16]2[C:21]([CH3:22])=[CH:20][C:19]([N+:23]([O-])=O)=[CH:18][C:17]=2[CH3:26])[CH:12]=[CH:11][C:10]=1[O:27][CH2:28][O:29][CH2:30][CH2:31][O:32][CH3:33]. (3) Given the product [CH3:9][O:10][C:11]1[CH:12]=[C:13]([CH:19]([NH:35][C:36]2[CH:41]=[CH:40][C:39]([C:42]3[N:46]=[C:45]([CH3:47])[O:44][N:43]=3)=[CH:38][CH:37]=2)[C:20]2[NH:24][C:23](=[O:25])[N:22]([C:26]3[CH:34]=[CH:33][CH:32]=[CH:31][C:27]=3[C:28]([OH:30])=[O:29])[N:21]=2)[CH:14]=[CH:15][C:16]=1[O:17][CH3:18], predict the reactants needed to synthesize it. The reactants are: [B-]C#N.[Na+].C(O)(=O)C.[CH3:9][O:10][C:11]1[CH:12]=[C:13]([C:19](=[N:35][C:36]2[CH:41]=[CH:40][C:39]([C:42]3[N:46]=[C:45]([CH3:47])[O:44][N:43]=3)=[CH:38][CH:37]=2)[C:20]2[NH:24][C:23](=[O:25])[N:22]([C:26]3[CH:34]=[CH:33][CH:32]=[CH:31][C:27]=3[C:28]([OH:30])=[O:29])[N:21]=2)[CH:14]=[CH:15][C:16]=1[O:17][CH3:18].Cl. (4) Given the product [Cl:12][C:6]1[N:5]=[C:4]2[C:9]([N:10]=[C:2]([O:20][CH3:22])[N:3]2[CH2:13][CH:14]2[CH2:19][CH2:18][O:17][CH2:16][CH2:15]2)=[C:8]([NH2:11])[N:7]=1, predict the reactants needed to synthesize it. The reactants are: Br[C:2]1[N:3]([CH2:13][CH:14]2[CH2:19][CH2:18][O:17][CH2:16][CH2:15]2)[C:4]2[C:9]([N:10]=1)=[C:8]([NH2:11])[N:7]=[C:6]([Cl:12])[N:5]=2.[OH-:20].[Na+].[CH3:22]O. (5) Given the product [ClH:1].[F:23][C:18]1[CH:19]=[CH:20][CH:21]=[CH:22][C:17]=1[CH:12]([N:9]1[CH2:10][CH2:11][C@@H:6]([SH:5])/[C:7](=[CH:24]/[C:25]2[CH:29]=[CH:28][N:27]([CH2:30][CH2:31][C:32]([O:34][CH2:35][CH3:36])=[O:33])[N:26]=2)/[CH2:8]1)[C:13]([O:15][CH3:16])=[O:14], predict the reactants needed to synthesize it. The reactants are: [ClH:1].C([S:5][C@@H:6]1[CH2:11][CH2:10][N:9]([CH:12]([C:17]2[CH:22]=[CH:21][CH:20]=[CH:19][C:18]=2[F:23])[C:13]([O:15][CH3:16])=[O:14])[CH2:8]/[C:7]/1=[CH:24]\[C:25]1[CH:29]=[CH:28][N:27]([CH2:30][CH2:31][C:32]([O:34][CH2:35][CH3:36])=[O:33])[N:26]=1)(=O)C. (6) Given the product [Br:1][C:2]1[CH:7]=[C:6]([C:8]([F:11])([F:10])[F:9])[CH:5]=[CH:4][C:3]=1[N:12]1[C:16]2[N:17]=[C:18]([CH3:22])[N:19]=[C:20]([N:25]3[CH2:30][CH2:29][CH2:28][CH:27]([C:31]#[N:32])[CH2:26]3)[C:15]=2[C:14]([CH3:23])=[C:13]1[CH3:24], predict the reactants needed to synthesize it. The reactants are: [Br:1][C:2]1[CH:7]=[C:6]([C:8]([F:11])([F:10])[F:9])[CH:5]=[CH:4][C:3]=1[N:12]1[C:16]2[N:17]=[C:18]([CH3:22])[N:19]=[C:20](Cl)[C:15]=2[C:14]([CH3:23])=[C:13]1[CH3:24].[NH:25]1[CH2:30][CH2:29][CH2:28][CH:27]([C:31]#[N:32])[CH2:26]1.C(N(CC)C(C)C)(C)C. (7) Given the product [C:15]([NH:19][C:12]([C:4]1[CH:3]=[C:2]([OH:1])[C:11]2[C:6](=[CH:7][CH:8]=[CH:9][CH:10]=2)[CH:5]=1)=[O:14])([CH3:18])([CH3:17])[CH3:16], predict the reactants needed to synthesize it. The reactants are: [OH:1][C:2]1[C:11]2[C:6](=[CH:7][CH:8]=[CH:9][CH:10]=2)[CH:5]=[C:4]([C:12]([OH:14])=O)[CH:3]=1.[C:15]([NH2:19])([CH3:18])([CH3:17])[CH3:16].CN(C(ON1N=NC2C=CC=NC1=2)=[N+](C)C)C.F[P-](F)(F)(F)(F)F.CCN(C(C)C)C(C)C.